Dataset: Reaction yield outcomes from USPTO patents with 853,638 reactions. Task: Predict the reaction yield, written as a fraction of the theoretical maximum amount of product (1.0 means a 100% yield; for example, 0.34 means a 34% yield). (1) The reactants are Cl.[O:2]([NH2:4])[CH3:3].[Cl:5][C:6]1[CH:7]=[C:8]([CH:16]([CH2:26][CH:27]2[CH2:32][CH2:31][C:30](=O)[CH2:29][CH2:28]2)[C:17]([NH:19][C:20]2[CH:25]=[N:24][CH:23]=[CH:22][N:21]=2)=[O:18])[CH:9]=[CH:10][C:11]=1[S:12]([CH3:15])(=[O:14])=[O:13]. The catalyst is CO.N1C=CC=CC=1. The product is [Cl:5][C:6]1[CH:7]=[C:8]([CH:16]([CH2:26][CH:27]2[CH2:32][CH2:31][C:30](=[N:4][O:2][CH3:3])[CH2:29][CH2:28]2)[C:17]([NH:19][C:20]2[CH:25]=[N:24][CH:23]=[CH:22][N:21]=2)=[O:18])[CH:9]=[CH:10][C:11]=1[S:12]([CH3:15])(=[O:13])=[O:14]. The yield is 0.810. (2) The reactants are C(NC(C)C)(C)C.[Li]CCCC.[F:13][CH2:14][P:15]([C:20]([O:25][CH2:26][CH3:27])([O:22][CH2:23][CH3:24])[CH3:21])(=[O:19])[O:16][CH2:17][CH3:18].C[O:29][C:30](=O)[CH2:31][NH:32][C:33]([O:35][C:36]([CH3:39])([CH3:38])[CH3:37])=[O:34].C(O)(=O)C.[Cl-].[Na+]. The catalyst is C1COCC1. The product is [C:36]([O:35][C:33]([NH:32][CH2:31][C:30](=[O:29])[CH:14]([P:15]([C:20]([O:25][CH2:26][CH3:27])([O:22][CH2:23][CH3:24])[CH3:21])(=[O:19])[O:16][CH2:17][CH3:18])[F:13])=[O:34])([CH3:39])([CH3:38])[CH3:37]. The yield is 0.440. (3) The reactants are C[O:2][C:3](=[O:34])[CH2:4][CH2:5][C:6]1[CH:11]=[CH:10][C:9]([O:12][CH2:13][CH2:14][C@H:15]([O:17][C:18]2[CH:23]=[CH:22][C:21]([CH3:24])=[CH:20][C:19]=2[C:25](=[O:32])[C:26]2[CH:31]=[CH:30][CH:29]=[CH:28][CH:27]=2)[CH3:16])=[CH:8][C:7]=1[CH3:33].[OH-].[Na+].Cl. The catalyst is CO.O. The product is [C:25]([C:19]1[CH:20]=[C:21]([CH3:24])[CH:22]=[CH:23][C:18]=1[O:17][C@H:15]([CH3:16])[CH2:14][CH2:13][O:12][C:9]1[CH:10]=[CH:11][C:6]([CH2:5][CH2:4][C:3]([OH:34])=[O:2])=[C:7]([CH3:33])[CH:8]=1)(=[O:32])[C:26]1[CH:27]=[CH:28][CH:29]=[CH:30][CH:31]=1. The yield is 0.990. (4) The reactants are [CH2:1]1[C:7]2[CH:8]=[CH:9][C:10]([O:12][C:13]3[CH:21]=[CH:20][C:16]([C:17]([NH2:19])=[O:18])=[CH:15][N:14]=3)=[CH:11][C:6]=2[CH2:5][CH2:4][CH2:3][NH:2]1.C([O-])([O-])=O.[K+].[K+].[CH2:28](Br)[CH2:29][CH:30]([CH3:32])[CH3:31]. The catalyst is CN(C=O)C. The product is [CH3:31][CH:30]([CH3:32])[CH2:29][CH2:28][N:2]1[CH2:3][CH2:4][CH2:5][C:6]2[CH:11]=[C:10]([O:12][C:13]3[CH:21]=[CH:20][C:16]([C:17]([NH2:19])=[O:18])=[CH:15][N:14]=3)[CH:9]=[CH:8][C:7]=2[CH2:1]1. The yield is 0.720. (5) The reactants are C(O[C:6](=O)[NH:7][C:8]1[CH:13]=[C:12]([F:14])[CH:11]=[CH:10][C:9]=1[NH2:15])(C)(C)C.[CH:17]1([CH:23]=O)[CH2:22][CH2:21][CH2:20][CH2:19][CH2:18]1.Cl[C:26]1[CH:27]=[C:28]([CH2:32][C:33]([OH:35])=O)[CH:29]=[CH:30][CH:31]=1.[CH:36]1([N+:42]#[C-])[CH2:41][CH2:40][CH2:39][CH2:38][CH2:37]1.[ClH:44]. The catalyst is CO.O1CCOCC1. The product is [Cl:44][C:21]1[CH:22]=[C:17]([CH:18]=[CH:19][CH:20]=1)[CH2:23][C:6]1[N:15]([CH:32]([CH:28]2[CH2:27][CH2:26][CH2:31][CH2:30][CH2:29]2)[C:33]([NH:42][CH:36]2[CH2:41][CH2:40][CH2:39][CH2:38][CH2:37]2)=[O:35])[C:9]2[CH:10]=[CH:11][C:12]([F:14])=[CH:13][C:8]=2[N:7]=1. The yield is 0.0300. (6) The reactants are [NH2:1][C:2]1[CH:7]=[CH:6][C:5]([C:8]2[N:13]=[C:12]([N:14]3[CH:19]([CH3:20])[CH2:18][O:17][CH2:16][CH:15]3[CH3:21])[N:11]=[C:10]([C:22]3[CH:27]=[CH:26][C:25]([NH:28][C:29]([NH:31][CH3:32])=[O:30])=[CH:24][CH:23]=3)[N:9]=2)=[CH:4][CH:3]=1.[N:33]1[CH:38]=[CH:37][C:36]([NH:39][C:40](=O)[O:41]C2C=CC=CC=2)=[CH:35][CH:34]=1. No catalyst specified. The product is [CH3:21][CH:15]1[CH2:16][O:17][CH2:18][CH:19]([CH3:20])[N:14]1[C:12]1[N:11]=[C:10]([C:22]2[CH:27]=[CH:26][C:25]([NH:28][C:29](=[O:30])[NH:31][CH3:32])=[CH:24][CH:23]=2)[N:9]=[C:8]([C:5]2[CH:4]=[CH:3][C:2]([NH:1][C:40]([NH:39][C:36]3[CH:37]=[CH:38][N:33]=[CH:34][CH:35]=3)=[O:41])=[CH:7][CH:6]=2)[N:13]=1. The yield is 0.00800. (7) The reactants are [O:1]([C:8]1[CH:9]=[C:10]([NH2:14])[CH:11]=[CH:12][CH:13]=1)[C:2]1[CH:7]=[CH:6][CH:5]=[CH:4][CH:3]=1.[N:15]([O-])=O.[Na+].O.O.Cl[Sn]Cl.[CH3:24][C:25]([CH3:32])([CH3:31])[C:26](=O)[CH2:27][C:28]#[N:29]. The catalyst is O.Cl.CCO. The product is [C:25]([C:26]1[CH:27]=[C:28]([NH2:29])[N:14]([C:10]2[CH:11]=[CH:12][CH:13]=[C:8]([O:1][C:2]3[CH:3]=[CH:4][CH:5]=[CH:6][CH:7]=3)[CH:9]=2)[N:15]=1)([CH3:32])([CH3:31])[CH3:24]. The yield is 0.170. (8) The reactants are [Cl:1][C:2]1[CH:18]=[CH:17][C:5]([CH2:6][O:7][C:8]2[C:9]([OH:16])=[C:10]([CH:13]=[CH:14][CH:15]=2)[CH:11]=[O:12])=[C:4]([F:19])[CH:3]=1.[F:20][CH2:21][CH2:22]O.C1(P(C2C=CC=CC=2)C2C=CC=CC=2)C=CC=CC=1.N(C(OC(C)C)=O)=NC(OC(C)C)=O. The catalyst is O1CCCC1.O.C(OCC)(=O)C. The product is [Cl:1][C:2]1[CH:18]=[CH:17][C:5]([CH2:6][O:7][C:8]2[C:9]([O:16][CH2:22][CH2:21][F:20])=[C:10]([CH:13]=[CH:14][CH:15]=2)[CH:11]=[O:12])=[C:4]([F:19])[CH:3]=1. The yield is 0.540. (9) The reactants are [Br:1][C:2]1[CH:3]=[C:4]([NH2:9])[C:5]([NH2:8])=[N:6][CH:7]=1.[C:10](O)(=O)[CH2:11][CH3:12]. No catalyst specified. The product is [Br:1][C:2]1[CH:3]=[C:4]2[N:9]=[C:10]([CH2:11][CH3:12])[NH:8][C:5]2=[N:6][CH:7]=1. The yield is 0.450. (10) The reactants are [CH3:1][N:2]1[CH2:7][CH2:6][N:5]([C:8]2[C:13]3[CH2:14][C@H:15]([NH:18][C:19](=[O:42])[C:20]4[CH:25]=[CH:24][C:23]([N:26]5[CH2:31][CH2:30][N:29]([CH2:32][CH2:33][O:34]CC6C=CC=CC=6)[CH2:28][CH2:27]5)=[CH:22][CH:21]=4)[CH2:16][O:17][C:12]=3[CH:11]=[CH:10][CH:9]=2)[CH2:4][CH2:3]1. The catalyst is C(O)(=O)C.[Pd]. The product is [CH3:1][N:2]1[CH2:3][CH2:4][N:5]([C:8]2[C:13]3[CH2:14][C@H:15]([NH:18][C:19](=[O:42])[C:20]4[CH:21]=[CH:22][C:23]([N:26]5[CH2:27][CH2:28][N:29]([CH2:32][CH2:33][OH:34])[CH2:30][CH2:31]5)=[CH:24][CH:25]=4)[CH2:16][O:17][C:12]=3[CH:11]=[CH:10][CH:9]=2)[CH2:6][CH2:7]1. The yield is 0.290.